This data is from Full USPTO retrosynthesis dataset with 1.9M reactions from patents (1976-2016). The task is: Predict the reactants needed to synthesize the given product. (1) Given the product [CH3:1][C:2]1[CH:3]=[C:4]([N:8]2[N:12]=[N:11][C:10]([CH:13]([OH:15])[CH3:14])=[N:9]2)[CH:5]=[CH:6][CH:7]=1, predict the reactants needed to synthesize it. The reactants are: [CH3:1][C:2]1[CH:3]=[C:4]([N:8]2[N:12]=[N:11][C:10]([C:13](=[O:15])[CH3:14])=[N:9]2)[CH:5]=[CH:6][CH:7]=1.[BH4-].[Na+].C(O)(=O)C. (2) Given the product [C:50]([NH:54][C:30]([C:29]1[CH:28]=[C:27]([NH:26][C:24]([C:11]2[N:12]([CH2:16][C:17]3[CH:22]=[CH:21][CH:20]=[CH:19][C:18]=3[F:23])[C:13]3[C:9]([CH:10]=2)=[CH:8][C:7]([NH:6][C:4](=[O:5])[CH2:3][C:2]([CH3:36])([CH3:1])[CH3:37])=[CH:15][CH:14]=3)=[O:25])[CH:35]=[CH:34][CH:33]=1)=[O:31])([CH3:53])([CH3:52])[CH3:51], predict the reactants needed to synthesize it. The reactants are: [CH3:1][C:2]([CH3:37])([CH3:36])[CH2:3][C:4]([NH:6][C:7]1[CH:8]=[C:9]2[C:13](=[CH:14][CH:15]=1)[N:12]([CH2:16][C:17]1[CH:22]=[CH:21][CH:20]=[CH:19][C:18]=1[F:23])[C:11]([C:24]([NH:26][C:27]1[CH:28]=[C:29]([CH:33]=[CH:34][CH:35]=1)[C:30](O)=[O:31])=[O:25])=[CH:10]2)=[O:5].CN(C)CCCN=C=NCC.Cl.[C:50]([NH2:54])([CH3:53])([CH3:52])[CH3:51]. (3) Given the product [ClH:33].[NH2:1][C@@H:2]1[CH2:7][CH2:6][CH2:5][N:4]([C:8]([C:10]2[CH:32]=[CH:31][C:13]3[N:14]([CH3:30])[C:15]([C:17]4[N:25]([CH2:26][CH:27]5[CH2:28][CH2:29]5)[C:20]5=[N:21][CH:22]=[CH:23][CH:24]=[C:19]5[CH:18]=4)=[N:16][C:12]=3[CH:11]=2)=[O:9])[CH2:3]1, predict the reactants needed to synthesize it. The reactants are: [NH2:1][C@@H:2]1[CH2:7][CH2:6][CH2:5][N:4]([C:8]([C:10]2[CH:32]=[CH:31][C:13]3[N:14]([CH3:30])[C:15]([C:17]4[N:25]([CH2:26][CH:27]5[CH2:29][CH2:28]5)[C:20]5=[N:21][CH:22]=[CH:23][CH:24]=[C:19]5[CH:18]=4)=[N:16][C:12]=3[CH:11]=2)=[O:9])[CH2:3]1.[ClH:33]. (4) Given the product [N:10]1([CH:6]2[CH2:7][CH2:8][CH2:9][N:4]([CH2:3][CH2:43][N:41]([CH:36]3[CH2:40][CH2:39][CH2:38][CH2:37]3)[C:23](=[O:24])[OH:34])[CH2:5]2)[C:21]2=[C:22]3[C:17](=[CH:18][CH:19]=[CH:20]2)[CH:16]=[N:15][CH:14]=[C:13]3[CH2:12][CH2:11]1, predict the reactants needed to synthesize it. The reactants are: OC[CH2:3][N:4]1[CH2:9][CH2:8][CH2:7][CH:6]([N:10]2[C:21]3=[C:22]4[C:17](=[CH:18][CH:19]=[CH:20]3)[CH:16]=[N:15][CH:14]=[C:13]4[CH2:12][CH2:11]2)[CH2:5]1.[C:23](=O)([O-:34])[O:24]C1C=CC([N+]([O-])=O)=CC=1.[CH:36]1([NH2:41])[CH2:40][CH2:39][CH2:38][CH2:37]1.Cl[CH2:43]Cl. (5) Given the product [Cl:59][C:35]1[CH:34]=[N+:33]([O-:60])[CH:32]=[C:31]([Cl:30])[C:36]=1[CH2:37][C@H:38]([O:49][C:50]([C:52]1[S:53][C:54]([CH2:57][NH:3][CH:4]([C:16]2[CH:21]=[CH:20][CH:19]=[C:18]([F:22])[CH:17]=2)[C:5](=[O:6])[O:7][C@@H:8]2[CH:13]3[CH2:12][CH2:11][N:10]([CH2:15][CH2:14]3)[CH2:9]2)=[CH:55][CH:56]=1)=[O:51])[C:39]1[CH:44]=[CH:43][C:42]([O:45][CH3:46])=[C:41]([O:47][CH3:48])[CH:40]=1, predict the reactants needed to synthesize it. The reactants are: Cl.Cl.[NH2:3][CH:4]([C:16]1[CH:21]=[CH:20][CH:19]=[C:18]([F:22])[CH:17]=1)[C:5]([O:7][C@@H:8]1[CH:13]2[CH2:14][CH2:15][N:10]([CH2:11][CH2:12]2)[CH2:9]1)=[O:6].CCN(CC)CC.[Cl:30][C:31]1[CH:32]=[N+:33]([O-:60])[CH:34]=[C:35]([Cl:59])[C:36]=1[CH2:37][C@H:38]([O:49][C:50]([C:52]1[S:53][C:54]([CH:57]=O)=[CH:55][CH:56]=1)=[O:51])[C:39]1[CH:44]=[CH:43][C:42]([O:45][CH3:46])=[C:41]([O:47][CH3:48])[CH:40]=1.C(O)(=O)C.[BH-](OC(C)=O)(OC(C)=O)OC(C)=O.[Na+]. (6) The reactants are: [NH2:1][C:2]1[CH:11]=[CH:10][C:5]2[NH:6][C:7](=[S:9])[O:8][C:4]=2[CH:3]=1.C(N(CC)CC)C.[CH2:19]([CH:26]1[CH2:31][CH2:30][N:29]([C:32](=[O:36])[C:33](Cl)=[O:34])[CH2:28][CH2:27]1)[C:20]1[CH:25]=[CH:24][CH:23]=[CH:22][CH:21]=1. Given the product [CH2:19]([CH:26]1[CH2:27][CH2:28][N:29]([C:32](=[O:36])[C:33]([NH:1][C:2]2[CH:11]=[CH:10][C:5]3[NH:6][C:7](=[S:9])[O:8][C:4]=3[CH:3]=2)=[O:34])[CH2:30][CH2:31]1)[C:20]1[CH:21]=[CH:22][CH:23]=[CH:24][CH:25]=1, predict the reactants needed to synthesize it. (7) Given the product [Cl:17][C:18]1[N:19]=[C:20]([C:25]([NH:1][CH:2]2[CH2:5][N:4]([C:6]3[S:7][C:8]([C:13]([O:15][CH3:16])=[O:14])=[C:9]([CH2:11][CH3:12])[N:10]=3)[CH2:3]2)=[O:26])[NH:21][C:22]=1[CH2:23][CH3:24], predict the reactants needed to synthesize it. The reactants are: [NH2:1][CH:2]1[CH2:5][N:4]([C:6]2[S:7][C:8]([C:13]([O:15][CH3:16])=[O:14])=[C:9]([CH2:11][CH3:12])[N:10]=2)[CH2:3]1.[Cl:17][C:18]1[N:19]=[C:20]([C:25](O)=[O:26])[NH:21][C:22]=1[CH2:23][CH3:24].CCN=C=NCCCN(C)C.Cl.ON1C2C=CC=CC=2N=N1.CN1CCOCC1.